Dataset: Retrosynthesis with 50K atom-mapped reactions and 10 reaction types from USPTO. Task: Predict the reactants needed to synthesize the given product. (1) Given the product CCOC(=O)c1cc2c(Cl)ccc(OCc3ccc(CNC(=O)OC(C)(C)C)cc3)c2n1C, predict the reactants needed to synthesize it. The reactants are: CC(C)(C)OC(=O)NCc1ccc(CCl)cc1.CCOC(=O)c1cc2c(Cl)ccc(O)c2n1C. (2) Given the product CC(C)n1nc(-c2ccc(NN)nc2-c2ccccc2)ccc1=O, predict the reactants needed to synthesize it. The reactants are: CC(C)n1nc(-c2ccc(Cl)nc2-c2ccccc2)ccc1=O.NN. (3) The reactants are: CCNCC1CCNC1.CCn1cc(C(=O)O)c(=O)c2cc(F)c(Cl)nc21. Given the product CCNCC1CCN(c2nc3c(cc2F)c(=O)c(C(=O)O)cn3CC)C1, predict the reactants needed to synthesize it.